This data is from Full USPTO retrosynthesis dataset with 1.9M reactions from patents (1976-2016). The task is: Predict the reactants needed to synthesize the given product. (1) Given the product [CH2:16]([C:10]1[CH:9]=[C:8]2[C:13]([C:14]([OH:15])=[C:5]([C:3]([NH:25][CH2:26][C:27]([OH:29])=[O:28])=[O:4])[N:6]=[C:7]2[C:23]#[N:24])=[CH:12][CH:11]=1)[C:17]1[CH:18]=[CH:19][CH:20]=[CH:21][CH:22]=1, predict the reactants needed to synthesize it. The reactants are: CO[C:3]([C:5]1[N:6]=[C:7]([C:23]#[N:24])[C:8]2[C:13]([C:14]=1[OH:15])=[CH:12][CH:11]=[C:10]([CH2:16][C:17]1[CH:22]=[CH:21][CH:20]=[CH:19][CH:18]=1)[CH:9]=2)=[O:4].[NH2:25][CH2:26][C:27]([OH:29])=[O:28]. (2) Given the product [N:20]1[CH:21]=[CH:22][C:17]([O:14][CH2:13][C:8]2[CH:9]=[CH:10][CH:11]=[CH:12][C:7]=2[N:1]2[CH2:6][CH2:5][NH:4][CH2:3][CH2:2]2)=[CH:18][CH:19]=1, predict the reactants needed to synthesize it. The reactants are: [N:1]1([C:7]2[CH:12]=[CH:11][CH:10]=[CH:9][C:8]=2[CH2:13][OH:14])[CH2:6][CH2:5][NH:4][CH2:3][CH2:2]1.Cl.Cl[C:17]1[CH:22]=[CH:21][N:20]=[CH:19][CH:18]=1.[OH-].[K+].C(=O)([O-])[O-].[K+].[K+]. (3) The reactants are: [CH2:1]([O:3][C:4](=[O:18])[CH2:5][C:6]([C:8]1[CH:17]=[CH:16][C:15]2[C:10](=[CH:11][CH:12]=[CH:13][CH:14]=2)[CH:9]=1)=[O:7])[CH3:2].[CH:19](OCC)(OCC)[O:20][CH2:21][CH3:22].C(OC(=O)C)(=O)C. Given the product [CH2:1]([O:3][C:4](=[O:18])[C:5]([C:6]([C:8]1[CH:17]=[CH:16][C:15]2[C:10](=[CH:11][CH:12]=[CH:13][CH:14]=2)[CH:9]=1)=[O:7])=[CH:19][O:20][CH2:21][CH3:22])[CH3:2], predict the reactants needed to synthesize it. (4) Given the product [C:13]([O:12][C:10](=[O:11])[C:9]1[CH:17]=[C:18]([O:20][CH2:21][CH2:22][CH2:23][CH2:24][CH2:25][CH2:26][CH2:27][CH2:28][CH2:29][C:30](=[O:45])[NH:31][C@H:32]([C:38]([O:40][C:41]([CH3:44])([CH3:43])[CH3:42])=[O:39])[CH2:33][CH2:34][C:35]([O:37][N:60]2[C:65](=[O:66])[CH2:64][CH2:63][C:61]2=[O:62])=[O:36])[CH:19]=[C:7]([C:6]([O:5][C:1]([CH3:2])([CH3:3])[CH3:4])=[O:46])[CH:8]=1)([CH3:16])([CH3:15])[CH3:14], predict the reactants needed to synthesize it. The reactants are: [C:1]([O:5][C:6](=[O:46])[C:7]1[CH:19]=[C:18]([O:20][CH2:21][CH2:22][CH2:23][CH2:24][CH2:25][CH2:26][CH2:27][CH2:28][CH2:29][C:30](=[O:45])[NH:31][C@H:32]([C:38]([O:40][C:41]([CH3:44])([CH3:43])[CH3:42])=[O:39])[CH2:33][CH2:34][C:35]([OH:37])=[O:36])[CH:17]=[C:9]([C:10]([O:12][C:13]([CH3:16])([CH3:15])[CH3:14])=[O:11])[CH:8]=1)([CH3:4])([CH3:3])[CH3:2].[B-](F)(F)(F)F.CN(C(O[N:60]1[C:65](=[O:66])[CH2:64][CH2:63][C:61]1=[O:62])=[N+](C)C)C.CCN(C(C)C)C(C)C. (5) Given the product [CH2:1]([O:3][C:4]([C:6]1[CH:7]=[C:8]2[C:13](=[CH:14][CH:15]=1)[NH:12][CH:11]([C:16]1[CH:21]=[CH:20][CH:19]=[C:18]([NH:22][C:23]([CH3:25])([CH3:24])[C:26]([N:35]3[CH2:36][CH2:37][N:32]([CH3:31])[CH2:33][CH2:34]3)=[O:28])[CH:17]=1)[C:10]([CH3:29])([CH3:30])[CH2:9]2)=[O:5])[CH3:2], predict the reactants needed to synthesize it. The reactants are: [CH2:1]([O:3][C:4]([C:6]1[CH:7]=[C:8]2[C:13](=[CH:14][CH:15]=1)[NH:12][CH:11]([C:16]1[CH:21]=[CH:20][CH:19]=[C:18]([NH:22][C:23]([C:26]([OH:28])=O)([CH3:25])[CH3:24])[CH:17]=1)[C:10]([CH3:30])([CH3:29])[CH2:9]2)=[O:5])[CH3:2].[CH3:31][N:32]1[CH2:37][CH2:36][NH:35][CH2:34][CH2:33]1.CN(C(ON1N=NC2C=CC=NC1=2)=[N+](C)C)C.F[P-](F)(F)(F)(F)F.C(N(CC)CC)C. (6) Given the product [Cl:48][C:49]1[C:50]([C:56]([NH:46][C:43]2[CH:42]=[CH:41][C:40]([C:39]([O:38][C:34]([CH3:37])([CH3:35])[CH3:36])=[O:47])=[CH:45][CH:44]=2)=[O:57])=[N:51][CH:52]=[C:53]([Cl:55])[CH:54]=1, predict the reactants needed to synthesize it. The reactants are: C(N(CC)C(C)C)(C)C.CN(C(ON1N=NC2C=CC=NC1=2)=[N+](C)C)C.F[P-](F)(F)(F)(F)F.[C:34]([O:38][C:39](=[O:47])[C:40]1[CH:45]=[CH:44][C:43]([NH2:46])=[CH:42][CH:41]=1)([CH3:37])([CH3:36])[CH3:35].[Cl:48][C:49]1[C:50]([C:56](O)=[O:57])=[N:51][CH:52]=[C:53]([Cl:55])[CH:54]=1. (7) Given the product [C:20]([O:19][C:17](=[O:18])[NH:16][C:8]12[CH2:14][CH:12]3[CH2:11][CH:10]([CH2:15][C:6]([NH:24][C:25]4[N:30]=[CH:29][CH:28]=[CH:27][N:26]=4)([CH2:13]3)[CH2:7]1)[CH2:9]2)([CH3:23])([CH3:22])[CH3:21], predict the reactants needed to synthesize it. The reactants are: CS(O[C:6]12[CH2:15][CH:10]3[CH2:11][CH:12]([CH2:14][C:8]([NH:16][C:17]([O:19][C:20]([CH3:23])([CH3:22])[CH3:21])=[O:18])([CH2:9]3)[CH2:7]1)[CH2:13]2)(=O)=O.[NH2:24][C:25]1[N:30]=[CH:29][CH:28]=[CH:27][N:26]=1.